Dataset: Reaction yield outcomes from USPTO patents with 853,638 reactions. Task: Predict the reaction yield, written as a fraction of the theoretical maximum amount of product (1.0 means a 100% yield; for example, 0.34 means a 34% yield). (1) The reactants are [CH3:1][C:2]1[CH:7]=[C:6]([C:8](=[O:11])[NH:9][CH3:10])[CH:5]=[CH:4][C:3]=1[N:12]1[CH2:17][CH2:16][N:15](C(OC(C)(C)C)=O)[CH2:14][CH2:13]1.[ClH:25]. The catalyst is O1CCOCC1.CCOCC. The product is [ClH:25].[ClH:25].[CH3:10][NH:9][C:8](=[O:11])[C:6]1[CH:5]=[CH:4][C:3]([N:12]2[CH2:17][CH2:16][NH:15][CH2:14][CH2:13]2)=[C:2]([CH3:1])[CH:7]=1. The yield is 0.970. (2) The reactants are [F:1][C:2]([F:7])([F:6])[C:3]([OH:5])=[O:4].NCCCOC1C=CC(NC(=O)[C@@H](NC(=O)CNC(=O)C2C=CC=C(NC(N)=N)C=2)CC(O)=O)=CC=1.C(OC([NH:51][CH2:52][CH2:53][O:54][C:55]1[CH:60]=[CH:59][C:58]([NH:61][C:62](=[O:103])[C@@H:63]([NH:72][C:73](=[O:102])[CH2:74][NH:75][C:76](=[O:101])[C:77]2[CH:82]=[CH:81][CH:80]=[C:79]([N:83]=[C:84]([NH:93]C(=O)OC(C)(C)C)[NH:85]C(=O)OC(C)(C)C)[CH:78]=2)[CH2:64][C:65]([O:67]C(C)(C)C)=[O:66])=[CH:57][CH:56]=1)=O)(C)(C)C. No catalyst specified. The product is [F:1][C:2]([F:7])([F:6])[C:3]([OH:5])=[O:4].[NH2:51][CH2:52][CH2:53][O:54][C:55]1[CH:60]=[CH:59][C:58]([NH:61][C:62](=[O:103])[C@@H:63]([NH:72][C:73](=[O:102])[CH2:74][NH:75][C:76](=[O:101])[C:77]2[CH:82]=[CH:81][CH:80]=[C:79]([NH:83][C:84]([NH2:93])=[NH:85])[CH:78]=2)[CH2:64][C:65]([OH:67])=[O:66])=[CH:57][CH:56]=1. The yield is 0.510.